This data is from Forward reaction prediction with 1.9M reactions from USPTO patents (1976-2016). The task is: Predict the product of the given reaction. (1) Given the reactants [N:1]1[CH:6]=[CH:5][C:4]([CH2:7][CH2:8][CH2:9][OH:10])=[CH:3][CH:2]=1.[C:11]([OH:16])(=[O:15])[C:12]([CH3:14])=[CH2:13].N1(C2C=CN=CC=2)CCCC1.C1(N=C=NC2CCCCC2)CCCCC1, predict the reaction product. The product is: [N:1]1[CH:6]=[CH:5][C:4]([CH2:7][CH2:8][CH2:9][OH:10])=[CH:3][CH:2]=1.[C:11]([O-:16])(=[O:15])[C:12]([CH3:14])=[CH2:13]. (2) Given the reactants [N:1]1[C:10]2[CH:9]([NH2:11])[CH2:8][CH2:7][CH2:6][C:5]=2[CH:4]=[CH:3][CH:2]=1.[CH3:12][N:13]1[CH2:18][CH2:17][N:16]([C:19]2[N:24]3[CH:25]=[C:26]([CH:28]=O)[N:27]=[C:23]3[CH:22]=[CH:21][CH:20]=2)[CH2:15][CH2:14]1.C(OC)(OC)OC.[BH4-].[Na+].C(=O)([O-])[O-].[Na+].[Na+], predict the reaction product. The product is: [CH3:12][N:13]1[CH2:18][CH2:17][N:16]([C:19]2[N:24]3[CH:25]=[C:26]([CH2:28][NH:11][CH:9]4[C:10]5[N:1]=[CH:2][CH:3]=[CH:4][C:5]=5[CH2:6][CH2:7][CH2:8]4)[N:27]=[C:23]3[CH:22]=[CH:21][CH:20]=2)[CH2:15][CH2:14]1. (3) Given the reactants [CH3:1][O:2][C:3](=[O:21])[CH2:4][C:5]1[CH:14]=[C:13]2[C:8]([CH2:9][CH2:10][N:11](C(=O)C(F)(F)F)[CH2:12]2)=[CH:7][CH:6]=1.[BH4-].[Na+], predict the reaction product. The product is: [CH3:1][O:2][C:3](=[O:21])[CH2:4][C:5]1[CH:14]=[C:13]2[C:8]([CH2:9][CH2:10][NH:11][CH2:12]2)=[CH:7][CH:6]=1. (4) The product is: [O:48]=[C:39]1[N:38]([CH:35]2[CH2:36][CH2:37][N:32]([C:30]([NH:29][C@H:3]3[C:2](=[O:1])[N:15]([CH:16]4[CH2:17][CH2:18][NH:19][CH2:20]4)[CH2:14][C:6]4[C:7]5[CH:8]=[N:9][NH:10][C:11]=5[CH:12]=[CH:13][C:5]=4[CH2:4]3)=[O:31])[CH2:33][CH2:34]2)[CH2:47][C:46]2[C:41](=[CH:42][CH:43]=[CH:44][CH:45]=2)[NH:40]1. Given the reactants [O:1]=[C:2]1[N:15]([CH:16]2C[CH2:20][N:19](C(OC(C)(C)C)=O)[CH2:18][CH2:17]2)[CH2:14][C:6]2[C:7]3[CH:8]=[N:9][NH:10][C:11]=3[CH:12]=[CH:13][C:5]=2[CH2:4][C@H:3]1[NH:29][C:30]([N:32]1[CH2:37][CH2:36][CH:35]([N:38]2[CH2:47][C:46]3[C:41](=[CH:42][CH:43]=[CH:44][CH:45]=3)[NH:40][C:39]2=[O:48])[CH2:34][CH2:33]1)=[O:31].FC(F)(F)C(O)=O, predict the reaction product.